Predict the reaction yield, written as a fraction of the theoretical maximum amount of product (1.0 means a 100% yield; for example, 0.34 means a 34% yield). From a dataset of Reaction yield outcomes from USPTO patents with 853,638 reactions. (1) The reactants are [Br:1][C:2]1[CH:7]=[CH:6][C:5]([N:8]2[CH2:13][CH2:12][CH:11]([N:14]([CH3:16])[CH3:15])[CH2:10][CH2:9]2)=[CH:4][CH:3]=1.BrC1C=CC(N2CCC(=O)CC2)=CC=1.N1C[CH2:35][O:34][CH2:33]C1. No catalyst specified. The product is [Br:1][C:2]1[CH:7]=[CH:6][C:5]([N:8]2[CH2:9][CH2:10][CH:11]([N:14]3[CH2:16][CH2:35][O:34][CH2:33][CH2:15]3)[CH2:12][CH2:13]2)=[CH:4][CH:3]=1. The yield is 0.970. (2) The reactants are [CH3:1][C:2]1[CH:12]=[C:11]([CH:13]=[CH2:14])[CH:10]=[CH:9][C:3]=1[C:4]([O:6][CH2:7][CH3:8])=[O:5].Br[CH:16]([C:21]1[CH:26]=[C:25]([Cl:27])[CH:24]=[C:23]([Cl:28])[CH:22]=1)[C:17]([F:20])([F:19])[F:18].N1C=CC=CC=1C1C=CC=CN=1. The catalyst is ClC1C=CC=CC=1Cl.[Cu]Cl. The product is [Cl:27][C:25]1[CH:26]=[C:21]([CH:16]([C:17]([F:20])([F:18])[F:19])/[CH:14]=[CH:13]/[C:11]2[CH:10]=[CH:9][C:3]([C:4]([O:6][CH2:7][CH3:8])=[O:5])=[C:2]([CH3:1])[CH:12]=2)[CH:22]=[C:23]([Cl:28])[CH:24]=1. The yield is 0.400. (3) The reactants are [OH:1][C@@H:2]([C:6]1[CH:7]=[C:8]([F:25])[C:9]([N:12]2[CH2:17][CH2:16][N:15](C(OC(C)(C)C)=O)[CH2:14][CH2:13]2)=[N:10][CH:11]=1)[C@@H:3]([OH:5])[CH3:4].Cl.O1CCOCC1.C(OCC)C. The catalyst is C(Cl)Cl. The product is [F:25][C:8]1[CH:7]=[C:6]([C@H:2]([OH:1])[C@@H:3]([OH:5])[CH3:4])[CH:11]=[N:10][C:9]=1[N:12]1[CH2:13][CH2:14][NH:15][CH2:16][CH2:17]1. The yield is 0.910. (4) The reactants are [SH:1][C:2]1[CH:15]=[CH:14][CH:13]=[CH:12][C:3]=1[C:4]([NH:6][C:7](=[O:11])[CH2:8][CH2:9][NH2:10])=[O:5].[Br:16][CH2:17][CH2:18][N:19]=[C:20]=[O:21]. The catalyst is CN(C=O)C. The product is [Br:16][CH2:17][CH2:18][NH:19][C:20]([S:1][C:2]1[CH:15]=[CH:14][CH:13]=[CH:12][C:3]=1[C:4]([NH:6][C:7](=[O:11])[CH2:8][CH2:9][NH2:10])=[O:5])=[O:21]. The yield is 0.870. (5) The reactants are C([O-])([O-])=O.[Cs+].[Cs+].[OH:7][C:8]1[C:16]2[CH:15]=[CH:14][S:13][C:12]=2[CH:11]=[C:10]([C:17]([O:19]CC)=O)[CH:9]=1.[F:22][C:23]1[CH:33]=[C:32](F)[CH:31]=[CH:30][C:24]=1[C:25]([N:27]([CH3:29])[CH3:28])=[O:26].[NH2:35][C:36]1[CH:41]=[CH:40][C:39]([CH3:42])=[CH:38][N:37]=1.CN(C(ON1N=NC2C=CC=NC1=2)=[N+](C)C)C.F[P-](F)(F)(F)(F)F. The catalyst is CN(C=O)C. The product is [CH3:28][N:27]([CH3:29])[C:25]([C:24]1[CH:30]=[CH:31][C:32]([O:7][C:8]2[C:16]3[CH:15]=[CH:14][S:13][C:12]=3[CH:11]=[C:10]([C:17]([NH:35][C:36]3[CH:41]=[CH:40][C:39]([CH3:42])=[CH:38][N:37]=3)=[O:19])[CH:9]=2)=[CH:33][C:23]=1[F:22])=[O:26]. The yield is 0.100. (6) The reactants are [C:1]([C:5]1[CH:9]=[C:8]([NH2:10])[N:7]([C:11]2[CH:12]=[N:13][C:14]([O:17][CH3:18])=[CH:15][CH:16]=2)[N:6]=1)([CH3:4])([CH3:3])[CH3:2].Cl[C:20]([O:22][C:23]1[CH:28]=[CH:27][CH:26]=[CH:25][CH:24]=1)=[O:21]. No catalyst specified. The product is [C:1]([C:5]1[CH:9]=[C:8]([NH:10][C:20](=[O:21])[O:22][C:23]2[CH:28]=[CH:27][CH:26]=[CH:25][CH:24]=2)[N:7]([C:11]2[CH:12]=[N:13][C:14]([O:17][CH3:18])=[CH:15][CH:16]=2)[N:6]=1)([CH3:4])([CH3:2])[CH3:3]. The yield is 0.610.